This data is from Full USPTO retrosynthesis dataset with 1.9M reactions from patents (1976-2016). The task is: Predict the reactants needed to synthesize the given product. (1) Given the product [C:1]1([S:7]([N:10]2[C:18]3[C:13](=[C:14]([O:21][CH3:22])[C:15]([O:19][CH3:20])=[CH:16][CH:17]=3)[CH:12]=[C:11]2[C:37]2[CH2:41][CH2:40][CH2:39][CH:38]=2)(=[O:9])=[O:8])[CH:6]=[CH:5][CH:4]=[CH:3][CH:2]=1, predict the reactants needed to synthesize it. The reactants are: [C:1]1([S:7]([N:10]2[C:18]3[C:13](=[C:14]([O:21][CH3:22])[C:15]([O:19][CH3:20])=[CH:16][CH:17]=3)[CH:12]=[C:11]2I)(=[O:9])=[O:8])[CH:6]=[CH:5][CH:4]=[CH:3][CH:2]=1.C([Sn]([C:37]1[CH2:41][CH2:40][CH2:39][CH:38]=1)(CCCC)CCCC)CCC. (2) Given the product [CH3:23][O:22][C:20]1[CH:19]=[C:18]([CH:17]=[C:16]([C:4]2[CH:5]=[CH:6][N:1]=[CH:2][CH:3]=2)[CH:21]=1)[CH:24]=[O:25], predict the reactants needed to synthesize it. The reactants are: [N:1]1[CH:6]=[CH:5][C:4](B(O)O)=[CH:3][CH:2]=1.FC(F)(F)S(O[C:16]1[CH:21]=[C:20]([O:22][CH3:23])[CH:19]=[C:18]([CH:24]=[O:25])[CH:17]=1)(=O)=O. (3) Given the product [C:8]1([C:25]2[CH:26]=[CH:27][CH:28]=[CH:29][CH:30]=2)[CH:13]=[CH:12][C:11]([S:14]([N:17]2[CH2:21][CH2:20][S:19][CH:18]2[C:22]([NH:39][C@H:40]([C:44]2[CH:49]=[CH:48][CH:47]=[CH:46][CH:45]=2)[CH2:41][CH2:42][OH:43])=[O:24])(=[O:15])=[O:16])=[CH:10][CH:9]=1, predict the reactants needed to synthesize it. The reactants are: CN1CCOCC1.[C:8]1([C:25]2[CH:30]=[CH:29][CH:28]=[CH:27][CH:26]=2)[CH:13]=[CH:12][C:11]([S:14]([N:17]2[CH2:21][CH2:20][S:19][CH:18]2[C:22]([OH:24])=O)(=[O:16])=[O:15])=[CH:10][CH:9]=1.ClC(OCC(C)C)=O.[NH2:39][C@H:40]([C:44]1[CH:49]=[CH:48][CH:47]=[CH:46][CH:45]=1)[CH2:41][CH2:42][OH:43]. (4) Given the product [CH2:1]([C:2]1[CH:7]=[CH:6][N:5]=[C:4]([C:8]#[N:9])[CH:3]=1)[CH2:13][CH:12]=[CH2:11], predict the reactants needed to synthesize it. The reactants are: [CH3:1][C:2]1[CH:7]=[CH:6][N:5]=[C:4]([C:8]#[N:9])[CH:3]=1.[Li+].[CH3:11][CH:12]([N-]C(C)C)[CH3:13].C(Br)C=C.O. (5) Given the product [OH:4][C:3]([C:5]1[CH:10]=[C:9]([C:11]2[CH:16]=[CH:15][CH:14]=[CH:13][CH:12]=2)[C:8]([OH:17])=[CH:7][CH:6]=1)=[O:2], predict the reactants needed to synthesize it. The reactants are: C[O:2][C:3]([C:5]1[CH:10]=[C:9]([C:11]2[CH:16]=[CH:15][CH:14]=[CH:13][CH:12]=2)[C:8]([OH:17])=[CH:7][CH:6]=1)=[O:4].CO.[OH-].[Na+].Cl.